Dataset: Full USPTO retrosynthesis dataset with 1.9M reactions from patents (1976-2016). Task: Predict the reactants needed to synthesize the given product. (1) Given the product [NH:4]1[CH:1]=[N:2][C:6]([S:7][C:8]2[C:17](=[O:18])[C:16]3[C:11](=[CH:12][CH:13]=[CH:14][CH:15]=3)/[C:10](=[N:19]/[S:20]([C:23]3[CH:28]=[CH:27][C:26]4[C:25](=[CH:32][CH:31]=[CH:30][CH:29]=4)[CH:24]=3)(=[O:21])=[O:22])/[CH:9]=2)=[N:5]1.[CH3:1][N:2]1[C:6]([S:7][C:8]2[C:17](=[O:18])[C:16]3[C:11](=[CH:12][CH:13]=[CH:14][CH:15]=3)/[C:10](=[N:19]/[S:20]([C:23]3[CH:28]=[CH:27][C:26]([C:29]4[CH:34]=[CH:33][CH:32]=[CH:31][CH:30]=4)=[CH:25][CH:24]=3)(=[O:21])=[O:22])/[CH:9]=2)=[N:5][N:4]=[N:3]1, predict the reactants needed to synthesize it. The reactants are: [CH3:1][N:2]1[C:6]([S:7][C:8]2[C:17](=[O:18])[C:16]3[C:11](=[CH:12][CH:13]=[CH:14][CH:15]=3)/[C:10](=[N:19]/[S:20]([C:23]3[CH:28]=[CH:27][C:26]([C:29]4[CH:34]=[CH:33][CH:32]=[CH:31][CH:30]=4)=[CH:25][CH:24]=3)(=[O:22])=[O:21])/[CH:9]=2)=[N:5][N:4]=[N:3]1.ClC1C(=O)C2C(=CC=CC=2)/C(=N/S(C2C=CC3C(=CC=CC=3)C=2)(=O)=O)/C=1.SC1N=CNN=1. (2) Given the product [NH:8]1[C:7]2[CH:11]=[CH:12][C:4]([NH:1][C:2]([NH:27][CH:19]([C:13]3[CH:18]=[CH:17][CH:16]=[CH:15][CH:14]=3)[CH2:20][C:21]3[CH:26]=[CH:25][CH:24]=[CH:23][CH:22]=3)=[S:3])=[CH:5][C:6]=2[N:10]=[CH:9]1, predict the reactants needed to synthesize it. The reactants are: [N:1]([C:4]1[CH:12]=[CH:11][C:7]2[NH:8][CH:9]=[N:10][C:6]=2[CH:5]=1)=[C:2]=[S:3].[C:13]1([CH:19]([NH2:27])[CH2:20][C:21]2[CH:26]=[CH:25][CH:24]=[CH:23][CH:22]=2)[CH:18]=[CH:17][CH:16]=[CH:15][CH:14]=1. (3) The reactants are: Cl.[CH2:2]([O:4][C:5]([CH2:7][N:8]1[CH2:13][C:12]2[CH:14]=[C:15](/[CH:18]=[CH:19]/[C:20]([OH:22])=O)[CH:16]=[N:17][C:11]=2[NH:10][C:9]1=[O:23])=[O:6])[CH3:3].Cl.CN1CC2C=C(/C=C/C(O)=O)C=NC=2NC(=O)C1.[CH3:43][NH:44][CH2:45][C:46]1[S:50][C:49]2[CH:51]=[CH:52][CH:53]=[CH:54][C:48]=2[C:47]=1[CH3:55].CNCC1C=CC2C(=CC=CC=2)C=1CCC. Given the product [CH2:2]([O:4][C:5](=[O:6])[CH2:7][N:8]1[CH2:13][C:12]2[CH:14]=[C:15](/[CH:18]=[CH:19]/[C:20](=[O:22])[N:44]([CH3:43])[CH2:45][C:46]3[S:50][C:49]4[CH:51]=[CH:52][CH:53]=[CH:54][C:48]=4[C:47]=3[CH3:55])[CH:16]=[N:17][C:11]=2[NH:10][C:9]1=[O:23])[CH3:3], predict the reactants needed to synthesize it. (4) Given the product [C:26]([O:25][C:23]([N:1]1[C:5](=[O:6])[CH2:4][CH2:3][C@H:2]1[C:7]([O:9][C:10]([CH3:13])([CH3:12])[CH3:11])=[O:8])=[O:24])([CH3:29])([CH3:28])[CH3:27], predict the reactants needed to synthesize it. The reactants are: [NH:1]1[C:5](=[O:6])[CH2:4][CH2:3][C@H:2]1[C:7]([O:9][C:10]([CH3:13])([CH3:12])[CH3:11])=[O:8].CN(C1C=CC=CN=1)C.[C:23](O[C:23]([O:25][C:26]([CH3:29])([CH3:28])[CH3:27])=[O:24])([O:25][C:26]([CH3:29])([CH3:28])[CH3:27])=[O:24].